This data is from Reaction yield outcomes from USPTO patents with 853,638 reactions. The task is: Predict the reaction yield, written as a fraction of the theoretical maximum amount of product (1.0 means a 100% yield; for example, 0.34 means a 34% yield). (1) The reactants are Cl[C:2]1[CH:7]=[C:6]([C:8]2[CH:13]=[CH:12][CH:11]=[C:10]([C:14]#[C:15][C@:16]3([OH:23])[CH2:20][CH2:19][N:18]([CH3:21])[C:17]3=[O:22])[CH:9]=2)[N:5]=[C:4]([C:24]([O:26][CH2:27][CH3:28])=[O:25])[CH:3]=1.[CH3:29][N:30]1[C:34](B(O)O)=[CH:33][CH:32]=[N:31]1. No catalyst specified. The product is [OH:23][C@@:16]1([C:15]#[C:14][C:10]2[CH:9]=[C:8]([C:6]3[N:5]=[C:4]([C:24]([O:26][CH2:27][CH3:28])=[O:25])[CH:3]=[C:2]([C:34]4[N:30]([CH3:29])[N:31]=[CH:32][CH:33]=4)[CH:7]=3)[CH:13]=[CH:12][CH:11]=2)[CH2:20][CH2:19][N:18]([CH3:21])[C:17]1=[O:22]. The yield is 0.520. (2) The reactants are [C:1]([O:5][C:6]([N:8]1[C@@H:12](/[CH:13]=[CH:14]/[C:15]2[CH:20]=[CH:19][C:18](I)=[CH:17][CH:16]=2)[CH2:11][O:10][C:9]1([CH3:23])[CH3:22])=[O:7])([CH3:4])([CH3:3])[CH3:2].[F:24][C:25]1[CH:30]=[CH:29][C:28]([N:31]2[CH2:35][CH2:34][NH:33][C:32]2=[O:36])=[CH:27][CH:26]=1.C(=O)([O-])[O-].[Cs+].[Cs+].N[C@@H]1CCCC[C@H]1N.C(=CC(C=CC1C=CC=CC=1)=O)C1C=CC=CC=1. The catalyst is O1CCOCC1. The product is [C:1]([O:5][C:6]([N:8]1[C@@H:12](/[CH:13]=[CH:14]/[C:15]2[CH:20]=[CH:19][C:18]([N:33]3[CH2:34][CH2:35][N:31]([C:28]4[CH:27]=[CH:26][C:25]([F:24])=[CH:30][CH:29]=4)[C:32]3=[O:36])=[CH:17][CH:16]=2)[CH2:11][O:10][C:9]1([CH3:23])[CH3:22])=[O:7])([CH3:4])([CH3:3])[CH3:2]. The yield is 0.670. (3) The reactants are [C:1](Cl)(=[O:5])[CH:2]([CH3:4])[CH3:3].CCN(CC)CC.[Cl:14][C:15]1[CH:20]=[C:19]([N+:21]([O-:23])=[O:22])[CH:18]=[CH:17][C:16]=1[N:24]1[CH2:29][CH2:28][NH:27][CH2:26][CH2:25]1. The catalyst is C(Cl)Cl. The product is [Cl:14][C:15]1[CH:20]=[C:19]([N+:21]([O-:23])=[O:22])[CH:18]=[CH:17][C:16]=1[N:24]1[CH2:29][CH2:28][N:27]([C:1](=[O:5])[CH:2]([CH3:4])[CH3:3])[CH2:26][CH2:25]1. The yield is 1.00.